This data is from Catalyst prediction with 721,799 reactions and 888 catalyst types from USPTO. The task is: Predict which catalyst facilitates the given reaction. Reactant: [NH2:1][C@@H:2]([CH2:33][C:34]1[CH:39]=[CH:38][CH:37]=[CH:36][CH:35]=1)[C@@H:3]([OH:32])[CH2:4][C@@H:5]([NH:19][C:20]([C@@H:22]([NH:27][C:28](=[O:31])[O:29][CH3:30])[C:23]([CH3:26])([CH3:25])[CH3:24])=[O:21])[CH2:6][C:7]1[CH:12]=[CH:11][C:10]([C:13]2[CH:18]=[CH:17][CH:16]=[CH:15][N:14]=2)=[CH:9][CH:8]=1.[CH3:40][O:41][C:42]([NH:44][C@@H:45]([C:49]([CH3:53])([S:51][CH3:52])[CH3:50])[C:46](O)=[O:47])=[O:43].CCOP(ON1N=NC2C=CC=CC=2C1=O)(OCC)=O.C(N(CC)C(C)C)(C)C. Product: [CH3:40][O:41][C:42](=[O:43])[NH:44][C@@H:45]([C:49]([CH3:50])([S:51][CH3:52])[CH3:53])[C:46](=[O:47])[NH:1][C@@H:2]([CH2:33][C:34]1[CH:35]=[CH:36][CH:37]=[CH:38][CH:39]=1)[C@@H:3]([OH:32])[CH2:4][C@H:5]([CH2:6][C:7]1[CH:12]=[CH:11][C:10]([C:13]2[CH:18]=[CH:17][CH:16]=[CH:15][N:14]=2)=[CH:9][CH:8]=1)[NH:19][C:20](=[O:21])[C@H:22]([C:23]([CH3:26])([CH3:25])[CH3:24])[NH:27][C:28](=[O:31])[O:29][CH3:30]. The catalyst class is: 1.